This data is from Catalyst prediction with 721,799 reactions and 888 catalyst types from USPTO. The task is: Predict which catalyst facilitates the given reaction. (1) Reactant: [CH3:1][N:2]([CH3:21])[C@H:3]([CH3:20])[C:4]([N:6]1[C:14]2[C:9](=[CH:10][C:11]([O:18][CH3:19])=[C:12]([N+:15]([O-])=O)[CH:13]=2)[CH2:8][CH2:7]1)=[O:5]. Product: [CH3:1][N:2]([CH3:21])[C@H:3]([CH3:20])[C:4]([N:6]1[C:14]2[C:9](=[CH:10][C:11]([O:18][CH3:19])=[C:12]([NH2:15])[CH:13]=2)[CH2:8][CH2:7]1)=[O:5]. The catalyst class is: 78. (2) Product: [O:1]([C:8]1[CH:9]=[C:10]([N:14]([CH2:15][C:16]2[CH:21]=[CH:20][CH:19]=[C:18]([O:22][C:23]([F:27])([F:28])[CH:24]([F:25])[F:26])[CH:17]=2)[CH2:55][C@@H:54]([OH:49])[C:30]([F:36])([F:35])[F:29])[CH:11]=[CH:12][CH:13]=1)[C:2]1[CH:7]=[CH:6][CH:5]=[CH:4][CH:3]=1. Reactant: [O:1]([C:8]1[CH:9]=[C:10]([NH:14][CH2:15][C:16]2[CH:21]=[CH:20][CH:19]=[C:18]([O:22][C:23]([F:28])([F:27])[CH:24]([F:26])[F:25])[CH:17]=2)[CH:11]=[CH:12][CH:13]=1)[C:2]1[CH:7]=[CH:6][CH:5]=[CH:4][CH:3]=1.[F:29][C:30]([F:36])([F:35])S([O-])(=[O:49])=[O:49].[Yb+3].[F:29][C:30]([F:36])([F:35])S([O-])(=O)=O.[F:29][C:30]([F:36])([F:35])S([O-])(=O)=[O:49].[C:54](#N)[CH3:55]. The catalyst class is: 69. (3) Reactant: C1(P(C2C=CC=CC=2)C2C=CC=CC=2)C=CC=CC=1.C(OC([CH:27]1[CH2:32][NH:31][CH2:30][CH2:29][N:28]1[CH:33](O)[CH3:34])=O)(C)(C)C.CCOC(/N=N/C(OCC)=O)=O.O1CCCCC1[N:54]1[C:62]2[C:57](=[CH:58][C:59]([C:63]3[N:67]=[CH:66][N:65](C(C4C=CC=CC=4)(C4C=CC=CC=4)C4C=CC=CC=4)[N:64]=3)=[CH:60][CH:61]=2)[C:56]([C:87]2[CH:88]=[C:89]([OH:93])[CH:90]=[CH:91][CH:92]=2)=[N:55]1.Cl. Product: [NH:64]1[C:63]([C:59]2[CH:58]=[C:57]3[C:62](=[CH:61][CH:60]=2)[NH:54][N:55]=[C:56]3[C:87]2[CH:92]=[CH:91][CH:90]=[C:89]([O:93][CH2:34][CH2:33][N:28]3[CH2:27][CH2:32][NH:31][CH2:30][CH2:29]3)[CH:88]=2)=[N:67][CH:66]=[N:65]1. The catalyst class is: 7. (4) Reactant: [CH3:1][C:2]1([CH3:20])[O:7][CH2:6][CH:5]([CH2:8][O:9][C:10]2[C:15]([CH3:16])=[CH:14][N+:13]([O-])=[C:12]([CH3:18])[C:11]=2[CH3:19])[CH2:4][O:3]1.C(OC(=O)C)(=[O:23])C.[OH-].[Na+]. Product: [CH3:1][C:2]1([CH3:20])[O:7][CH2:6][CH:5]([CH2:8][O:9][C:10]2[C:15]([CH3:16])=[CH:14][N:13]=[C:12]([CH2:18][OH:23])[C:11]=2[CH3:19])[CH2:4][O:3]1. The catalyst class is: 5. (5) Reactant: [CH:1]1([N:4]([CH2:28][CH3:29])[C:5]2[N:10]=[CH:9][C:8]([CH2:11][N:12]([C:21]3[CH:26]=[CH:25][C:24]([F:27])=[CH:23][CH:22]=3)[C:13]([CH:15]3[CH2:20][CH2:19][NH:18][CH2:17][CH2:16]3)=[O:14])=[CH:7][CH:6]=2)[CH2:3][CH2:2]1.[CH2:30](Br)[C:31]1[CH:36]=[CH:35][CH:34]=[CH:33][CH:32]=1.C(=O)([O-])[O-].[K+].[K+]. Product: [CH:1]1([N:4]([CH2:28][CH3:29])[C:5]2[N:10]=[CH:9][C:8]([CH2:11][N:12]([C:21]3[CH:22]=[CH:23][C:24]([F:27])=[CH:25][CH:26]=3)[C:13]([CH:15]3[CH2:16][CH2:17][N:18]([CH2:30][C:31]4[CH:36]=[CH:35][CH:34]=[CH:33][CH:32]=4)[CH2:19][CH2:20]3)=[O:14])=[CH:7][CH:6]=2)[CH2:2][CH2:3]1. The catalyst class is: 5. (6) Reactant: [F:1][C:2]([F:22])([F:21])[C:3]1[CH:20]=[CH:19][C:6]([CH2:7][O:8][N:9]=[C:10]([C:12]2[CH:17]=[CH:16][C:15]([OH:18])=[CH:14][CH:13]=2)[CH3:11])=[CH:5][CH:4]=1.C(=O)([O-])[O-].[Cs+].[Cs+].Br[CH2:30][C:31]#[N:32].O. Product: [F:1][C:2]([F:21])([F:22])[C:3]1[CH:20]=[CH:19][C:6]([CH2:7][O:8][N:9]=[C:10]([C:12]2[CH:17]=[CH:16][C:15]([O:18][CH2:30][C:31]#[N:32])=[CH:14][CH:13]=2)[CH3:11])=[CH:5][CH:4]=1. The catalyst class is: 3.